This data is from Full USPTO retrosynthesis dataset with 1.9M reactions from patents (1976-2016). The task is: Predict the reactants needed to synthesize the given product. (1) Given the product [C:17]([C:21]1[CH:26]=[CH:25][C:24]([CH:1]([OH:2])[C:3]2[CH:4]=[N:5][CH:6]=[CH:7][C:8]=2[C:9]2[CH:10]=[C:11]([CH:14]=[CH:15][CH:16]=2)[C:12]#[N:13])=[CH:23][CH:22]=1)([CH3:20])([CH3:19])[CH3:18], predict the reactants needed to synthesize it. The reactants are: [CH:1]([C:3]1[CH:4]=[N:5][CH:6]=[CH:7][C:8]=1[C:9]1[CH:10]=[C:11]([CH:14]=[CH:15][CH:16]=1)[C:12]#[N:13])=[O:2].[C:17]([C:21]1[CH:26]=[CH:25][C:24]([Mg]Br)=[CH:23][CH:22]=1)([CH3:20])([CH3:19])[CH3:18]. (2) Given the product [F:17][C:18]([F:37])([F:36])[S:19]([O:16][C:15]1[CH:14]=[CH:13][CH:12]=[C:9]([C:10]#[N:11])[C:8]=1[Cl:7])(=[O:21])=[O:20], predict the reactants needed to synthesize it. The reactants are: C(=O)([O-])[O-].[K+].[K+].[Cl:7][C:8]1[C:15]([OH:16])=[CH:14][CH:13]=[CH:12][C:9]=1[C:10]#[N:11].[F:17][C:18]([F:37])([F:36])[S:19](N(C1C=CC=CC=1)[S:19]([C:18]([F:37])([F:36])[F:17])(=[O:21])=[O:20])(=[O:21])=[O:20]. (3) Given the product [CH:46]1([N:29]2[CH2:28][CH2:27][CH:26]([N:25]([CH3:32])[C:23]([N:11]3[CH2:12][C:13]([C:15]4[CH:20]=[C:19]([F:21])[CH:18]=[CH:17][C:16]=4[F:22])=[CH:14][C@@:10]3([CH2:9][OH:8])[C:33]3[CH:38]=[CH:37][CH:36]=[CH:35][CH:34]=3)=[O:24])[CH2:31][CH2:30]2)[CH2:48][CH2:47]1, predict the reactants needed to synthesize it. The reactants are: [Si]([O:8][CH2:9][C:10]1([C:33]2[CH:38]=[CH:37][CH:36]=[CH:35][CH:34]=2)[CH:14]=[C:13]([C:15]2[CH:20]=[C:19]([F:21])[CH:18]=[CH:17][C:16]=2[F:22])[CH2:12][N:11]1[C:23]([N:25]([CH3:32])[CH:26]1[CH2:31][CH2:30][NH:29][CH2:28][CH2:27]1)=[O:24])(C(C)(C)C)(C)C.CC(O)=O.C(O[C:46]1(O[Si](C)(C)C)[CH2:48][CH2:47]1)C.[BH3-]C#N.[Na+].FC(F)(F)C(O)=O. (4) Given the product [CH3:33][N:32]([CH3:36])[CH2:30][CH2:31][N:23]1[C:24]2[C:20](=[CH:19][CH:18]=[CH:17][C:16]=2[NH:15][S:11]([C:1]2[C:10]3[C:5](=[CH:6][CH:7]=[CH:8][CH:9]=3)[CH:4]=[CH:3][CH:2]=2)(=[O:13])=[O:12])[CH:21]=[CH:22]1, predict the reactants needed to synthesize it. The reactants are: [C:1]1([S:11](Cl)(=[O:13])=[O:12])[C:10]2[C:5](=[CH:6][CH:7]=[CH:8][CH:9]=2)[CH:4]=[CH:3][CH:2]=1.[NH2:15][C:16]1[CH:17]=[CH:18][CH:19]=[C:20]2[C:24]=1[NH:23][CH:22]=[C:21]2CCN(C)C.[CH2:30]([N:32]([CH:36](C)C)[CH:33](C)C)[CH3:31]. (5) The reactants are: [NH2:1][C:2]1[CH:7]=[CH:6][N:5]=[CH:4][CH:3]=1.[C:8](Cl)(=[O:13])[C:9]([CH3:12])([CH3:11])[CH3:10].C(N(CC)CC)C. Given the product [CH3:10][C:9]([CH3:12])([CH3:11])[C:8]([NH:1][C:2]1[CH:7]=[CH:6][N:5]=[CH:4][CH:3]=1)=[O:13], predict the reactants needed to synthesize it. (6) Given the product [CH3:1][O:2][C:3](=[O:9])[C:4]([CH3:8])([CH3:7])[CH2:5][O:6][S:20]([C:19]([F:32])([F:31])[F:18])(=[O:22])=[O:21], predict the reactants needed to synthesize it. The reactants are: [CH3:1][O:2][C:3](=[O:9])[C:4]([CH3:8])([CH3:7])[CH2:5][OH:6].N1C(C)=CC=CC=1C.[F:18][C:19]([F:32])([F:31])[S:20](O[S:20]([C:19]([F:32])([F:31])[F:18])(=[O:22])=[O:21])(=[O:22])=[O:21].